This data is from Catalyst prediction with 721,799 reactions and 888 catalyst types from USPTO. The task is: Predict which catalyst facilitates the given reaction. Reactant: [Cl:1][C:2]1[C:3]([N+:19]([O-:21])=[O:20])=[CH:4][C:5]([CH3:18])=[C:6]([CH:17]=1)[O:7][C:8]1[CH:13]=[CH:12][N:11]=[C:10]2[NH:14][N:15]=[CH:16][C:9]=12.[OH-].[K+].[I:24]I. Product: [Cl:1][C:2]1[C:3]([N+:19]([O-:21])=[O:20])=[CH:4][C:5]([CH3:18])=[C:6]([CH:17]=1)[O:7][C:8]1[CH:13]=[CH:12][N:11]=[C:10]2[NH:14][N:15]=[C:16]([I:24])[C:9]=12. The catalyst class is: 3.